This data is from Forward reaction prediction with 1.9M reactions from USPTO patents (1976-2016). The task is: Predict the product of the given reaction. (1) Given the reactants [N+:1](/[CH:4]=[CH:5]/[CH2:6][CH2:7][CH3:8])([O-:3])=[O:2].[N:9]1[CH:14]=[CH:13][CH:12]=[CH:11][C:10]=1[CH:15]=[O:16].CCOCC.[Na+].[Cl-], predict the reaction product. The product is: [N+:1]([CH2:4][C@H:5]([CH2:6][CH2:7][CH3:8])[C:15]([C:10]1[CH:11]=[CH:12][CH:13]=[CH:14][N:9]=1)=[O:16])([O-:3])=[O:2]. (2) Given the reactants Br[C:2]1[CH:3]=[C:4]([CH:9]=[CH:10][C:11]=1[C:12]([CH3:15])([CH3:14])[CH3:13])[C:5]([O:7][CH3:8])=[O:6].P([O-])([O-])([O-])=O.[K+].[K+].[K+].C1(P(C2CCCCC2)C2C=CC=CC=2[C:37]2[C:42]([O:43][CH3:44])=[CH:41][CH:40]=[CH:39][C:38]=2OC)CCCCC1.[OH2:53].[C:54]1(C)[CH:59]=CC=[CH:56][CH:55]=1, predict the reaction product. The product is: [CH2:59]([O:53][C:39]1[CH:40]=[CH:41][C:42]([O:43][CH3:44])=[CH:37][C:38]=1[C:2]1[C:11]([C:12]([CH3:15])([CH3:14])[CH3:13])=[CH:10][CH:9]=[C:4]([C:5]([O:7][CH3:8])=[O:6])[CH:3]=1)[CH2:54][CH2:55][CH3:56]. (3) Given the reactants [CH3:1][O:2][C:3]([C:5]1[CH:6]=[C:7]([N:11]2[C:16](=[O:17])[C:15]([CH3:18])=[N:14][C:13]3[CH:19]=[CH:20][CH:21]=[N:22][C:12]2=3)[CH:8]=[CH:9][CH:10]=1)=[O:4].[Br:23]N1C(=O)CCC1=O.C(OOC(=O)C1C=CC=CC=1)(=O)C1C=CC=CC=1, predict the reaction product. The product is: [Br:23][CH2:18][C:15]1[C:16](=[O:17])[N:11]([C:7]2[CH:8]=[CH:9][CH:10]=[C:5]([C:3]([O:2][CH3:1])=[O:4])[CH:6]=2)[C:12]2[N:22]=[CH:21][CH:20]=[CH:19][C:13]=2[N:14]=1. (4) Given the reactants Cl[C:2]1[CH:7]=[C:6]([NH:8][C:9]2[CH:14]=[CH:13][CH:12]=[CH:11][C:10]=2[S:15]([CH:18]([CH3:20])[CH3:19])(=[O:17])=[O:16])[N:5]2[N:21]=[CH:22][CH:23]=[C:4]2[N:3]=1.[CH:24]([O:27][C:28]1[CH:34]=[C:33]([CH:35]2[CH2:40][CH2:39][NH:38][CH2:37][CH2:36]2)[C:32]([CH3:41])=[CH:31][C:29]=1[NH2:30])([CH3:26])[CH3:25].Cl, predict the reaction product. The product is: [CH:24]([O:27][C:28]1[CH:34]=[C:33]([CH:35]2[CH2:36][CH2:37][NH:38][CH2:39][CH2:40]2)[C:32]([CH3:41])=[CH:31][C:29]=1[NH:30][C:2]1[CH:7]=[C:6]([NH:8][C:9]2[CH:14]=[CH:13][CH:12]=[CH:11][C:10]=2[S:15]([CH:18]([CH3:20])[CH3:19])(=[O:17])=[O:16])[N:5]2[N:21]=[CH:22][CH:23]=[C:4]2[N:3]=1)([CH3:26])[CH3:25]. (5) Given the reactants [I:1][C:2]1[C:10]2[C:5](=[CH:6][CH:7]=[C:8]([C:11]([OH:13])=[O:12])[CH:9]=2)[NH:4][CH:3]=1.CC(C)([O-])C.[K+].[C:20]([O:24][C:25](O[C:25]([O:24][C:20]([CH3:23])([CH3:22])[CH3:21])=[O:26])=[O:26])([CH3:23])([CH3:22])[CH3:21], predict the reaction product. The product is: [C:20]([O:24][C:25]([N:4]1[C:5]2[C:10](=[CH:9][C:8]([C:11]([OH:13])=[O:12])=[CH:7][CH:6]=2)[C:2]([I:1])=[CH:3]1)=[O:26])([CH3:23])([CH3:22])[CH3:21]. (6) The product is: [C:59]([NH:63][C:18]([C:16]1[C:15]2[C@H:14]3[C:21]([CH3:23])([CH3:22])[C@:11]([CH3:24])([CH2:12][CH2:13]3)[C:10]=2[N:9]([C:3]2[CH:4]=[CH:5][C:6]([F:8])=[CH:7][C:2]=2[F:1])[N:17]=1)=[O:19])([CH3:62])([CH3:61])[CH3:60]. Given the reactants [F:1][C:2]1[CH:7]=[C:6]([F:8])[CH:5]=[CH:4][C:3]=1[N:9]1[N:17]=[C:16]([C:18](O)=[O:19])[C:15]2[C@H:14]3[C:21]([CH3:23])([CH3:22])[C@:11]([CH3:24])([CH2:12][CH2:13]3)[C:10]1=2.C(N(CC)CC)C.F[P-](F)(F)(F)(F)F.N1(O[P+](N(C)C)(N(C)C)N(C)C)C2C=CC=CC=2N=N1.[C:59]([NH2:63])([CH3:62])([CH3:61])[CH3:60], predict the reaction product. (7) Given the reactants [S:1](=[O:31])(=[O:30])([O:3][CH2:4][C@H:5]1[CH2:9][C@@H:8]([NH:10][C:11]2[N:16]3[N:17]=[C:18]([C:20]4[CH:25]=[CH:24][CH:23]=[CH:22][CH:21]=4)[CH:19]=[C:15]3[N:14]=[C:13](Cl)[C:12]=2[CH3:27])[C@H:7]([OH:28])[C@@H:6]1[OH:29])[NH2:2], predict the reaction product. The product is: [S:1](=[O:31])(=[O:30])([O:3][CH2:4][C@H:5]1[CH2:9][C@@H:8]([NH:10][C:11]2[N:16]3[N:17]=[C:18]([C:20]4[CH:25]=[CH:24][CH:23]=[CH:22][CH:21]=4)[CH:19]=[C:15]3[N:14]=[CH:13][C:12]=2[CH3:27])[C@H:7]([OH:28])[C@@H:6]1[OH:29])[NH2:2]. (8) Given the reactants Cl.[OH:2][C:3]([C:6]([OH:9])([CH3:8])[CH3:7])([CH3:5])[CH3:4].[BH:10]([OH:18])[O:11][CH:12](I)[CH2:13][CH:14]([F:16])[F:15].C[Si]([N-:23][Si](C)(C)C)(C)C.[Li+].O1CCOCC1, predict the reaction product. The product is: [OH:2][C:3]([C:6]([OH:9])([CH3:8])[CH3:7])([CH3:5])[CH3:4].[BH:10]([OH:18])[O:11][CH:12]([NH2:23])[CH2:13][CH:14]([F:16])[F:15]. (9) Given the reactants [C:1](#[N:3])[CH3:2].[OH2:4].[C:5]([OH:8])(=O)C.[C:9](O)(=O)[CH3:10].I[C:14]1[CH:19]=[CH:18][CH:17]=[CH:16][CH:15]=1.[C:20]([O:23][CH2:24][CH3:25])(=[O:22])C, predict the reaction product. The product is: [CH3:5][O:8][C:2]([C@@:1]12[CH2:10][C@:9]1([C:14]1[CH:19]=[CH:18][CH:17]=[CH:16][CH:15]=1)[CH2:25][CH2:24][O:23][C:20](=[O:22])[NH:3]2)=[O:4]. (10) Given the reactants C[N:2](C)[C:3](=[N:5][C:6](=O)[C:7]1[CH:12]=[C:11]([CH2:13][CH3:14])[C:10]([O:15][CH3:16])=[N:9][C:8]=1[CH3:17])[CH3:4].[CH3:20][NH:21]N, predict the reaction product. The product is: [CH3:20][N:21]1[C:6]([C:7]2[C:8]([CH3:17])=[N:9][C:10]([O:15][CH3:16])=[C:11]([CH2:13][CH3:14])[CH:12]=2)=[N:5][C:3]([CH3:4])=[N:2]1.